Dataset: Forward reaction prediction with 1.9M reactions from USPTO patents (1976-2016). Task: Predict the product of the given reaction. (1) Given the reactants C(OC([NH:8][C@H:9]([C:30]([O:32][CH3:33])=[O:31])[CH2:10][C:11]1[CH:16]=[CH:15][C:14]([CH2:17][CH2:18][CH2:19][C:20]2[CH:21]=[CH:22][C:23]3[O:24][CH2:25][CH2:26][NH:27][C:28]=3[N:29]=2)=[CH:13][CH:12]=1)=O)(C)(C)C.C(O)(C(F)(F)F)=O, predict the reaction product. The product is: [O:24]1[CH2:25][CH2:26][NH:27][C:28]2[N:29]=[C:20]([CH2:19][CH2:18][CH2:17][C:14]3[CH:13]=[CH:12][C:11]([CH2:10][C@@H:9]([C:30]([O:32][CH3:33])=[O:31])[NH2:8])=[CH:16][CH:15]=3)[CH:21]=[CH:22][C:23]1=2. (2) The product is: [CH3:1][C:2]1[C:7]([CH:8]([CH2:13][CH2:14][CH3:15])[C:9]([OH:11])=[O:10])=[C:6]([C:16]2[CH:17]=[CH:18][C:19]3[N:24]([CH3:25])[CH2:23][CH2:22][O:21][C:20]=3[CH:26]=2)[N:5]=[C:4]([C:27]2[CH:32]=[CH:31][CH:30]=[CH:29][CH:28]=2)[N:3]=1. Given the reactants [CH3:1][C:2]1[C:7]([CH:8]([CH2:13][CH2:14][CH3:15])[C:9]([O:11]C)=[O:10])=[C:6]([C:16]2[CH:17]=[CH:18][C:19]3[N:24]([CH3:25])[CH2:23][CH2:22][O:21][C:20]=3[CH:26]=2)[N:5]=[C:4]([C:27]2[CH:32]=[CH:31][CH:30]=[CH:29][CH:28]=2)[N:3]=1.[OH-].[Na+], predict the reaction product. (3) Given the reactants [C:1]([C:3]1([OH:27])[CH2:8][CH2:7][N:6]([C:9]2[CH:14]=[CH:13][C:12]([N:15]3[CH2:19][C@H:18]([CH2:20][NH:21][C:22](=[O:24])[CH3:23])[O:17][C:16]3=[O:25])=[CH:11][C:10]=2[F:26])[CH2:5][CH2:4]1)#[N:2].S(=O)(=O)(O)[OH:29], predict the reaction product. The product is: [NH2:2][C:1]([C:3]1([OH:27])[CH2:4][CH2:5][N:6]([C:9]2[CH:14]=[CH:13][C:12]([N:15]3[CH2:19][C@H:18]([CH2:20][NH:21][C:22](=[O:24])[CH3:23])[O:17][C:16]3=[O:25])=[CH:11][C:10]=2[F:26])[CH2:7][CH2:8]1)=[O:29].